From a dataset of Full USPTO retrosynthesis dataset with 1.9M reactions from patents (1976-2016). Predict the reactants needed to synthesize the given product. (1) The reactants are: [C:1]([OH:13])(=[O:12])[CH2:2][C:3]([CH2:8][C:9]([OH:11])=[O:10])([C:5]([OH:7])=[O:6])[OH:4]. Given the product [OH2:4].[C:1]([OH:13])(=[O:12])[CH2:2][C:3]([CH2:8][C:9]([OH:11])=[O:10])([C:5]([OH:7])=[O:6])[OH:4], predict the reactants needed to synthesize it. (2) The reactants are: [N+:1]([C:4]1[CH:5]=[N:6][C:7]([NH2:10])=[N:8][CH:9]=1)([O-:3])=[O:2].Cl[C:12]1[N:17]=[C:16]([CH3:18])[N:15]=[C:14]([N:19]2[CH2:24][CH2:23][N:22]([CH2:25][CH2:26][OH:27])[CH2:21][CH2:20]2)[CH:13]=1.CC1(C)C2C(=C(P(C3C=CC=CC=3)C3C=CC=CC=3)C=CC=2)OC2C(P(C3C=CC=CC=3)C3C=CC=CC=3)=CC=CC1=2.CC(C)([O-])C.[K+]. Given the product [CH3:18][C:16]1[N:15]=[C:14]([N:19]2[CH2:24][CH2:23][N:22]([CH2:25][CH2:26][OH:27])[CH2:21][CH2:20]2)[CH:13]=[C:12]([NH:10][C:7]2[N:8]=[CH:9][C:4]([N+:1]([O-:3])=[O:2])=[CH:5][N:6]=2)[N:17]=1, predict the reactants needed to synthesize it. (3) Given the product [CH3:1][N:2]1[C:6](=[O:7])[CH:5]=[C:4]([C:13]2[CH:14]=[CH:15][C:16]([F:17])=[C:11]([Cl:10])[CH:12]=2)[C:3]1=[O:9], predict the reactants needed to synthesize it. The reactants are: [CH3:1][N:2]1[C:6](=[O:7])[CH:5]=[C:4](Br)[C:3]1=[O:9].[Cl:10][C:11]1[CH:12]=[C:13](B(O)O)[CH:14]=[CH:15][C:16]=1[F:17].[F-].[Cs+]. (4) The reactants are: Br[C:2]1[CH:3]=[N:4][C:5]([N:8]([CH2:14][C:15]2[CH:20]=[CH:19][CH:18]=[CH:17][CH:16]=2)[S:9]([CH2:12][CH3:13])(=[O:11])=[O:10])=[N:6][CH:7]=1.[Cl:21][C:22]1[CH:23]=[CH:24][C:25]([OH:31])=[C:26](B(O)O)[CH:27]=1. Given the product [Cl:21][C:22]1[CH:27]=[CH:26][C:25]([OH:31])=[C:24]([C:2]2[CH:3]=[N:4][C:5]([N:8]([CH2:14][C:15]3[CH:20]=[CH:19][CH:18]=[CH:17][CH:16]=3)[S:9]([CH2:12][CH3:13])(=[O:11])=[O:10])=[N:6][CH:7]=2)[CH:23]=1, predict the reactants needed to synthesize it. (5) Given the product [Cl:33][C:31]1[CH:30]=[CH:29][C:15]([O:16][C:17]2[CH:28]=[CH:27][C:20]([C:21]([N:23]([O:25][CH3:26])[CH3:24])=[O:22])=[CH:19][CH:18]=2)=[C:14]([NH:13][C:2]2[C:3]3[C:8](=[N:7][C:6]([CH3:12])=[CH:5][CH:4]=3)[N:9]=[CH:10][CH:11]=2)[CH:32]=1, predict the reactants needed to synthesize it. The reactants are: Cl[C:2]1[CH:11]=[CH:10][N:9]=[C:8]2[C:3]=1[CH:4]=[CH:5][C:6]([CH3:12])=[N:7]2.[NH2:13][C:14]1[CH:32]=[C:31]([Cl:33])[CH:30]=[CH:29][C:15]=1[O:16][C:17]1[CH:28]=[CH:27][C:20]([C:21]([N:23]([O:25][CH3:26])[CH3:24])=[O:22])=[CH:19][CH:18]=1.